This data is from TCR-epitope binding with 47,182 pairs between 192 epitopes and 23,139 TCRs. The task is: Binary Classification. Given a T-cell receptor sequence (or CDR3 region) and an epitope sequence, predict whether binding occurs between them. The epitope is TLIGDCATV. The TCR CDR3 sequence is CASSLALSEGPLHF. Result: 1 (the TCR binds to the epitope).